This data is from Forward reaction prediction with 1.9M reactions from USPTO patents (1976-2016). The task is: Predict the product of the given reaction. (1) Given the reactants [CH:1]1([C:6]([O:8][CH2:9][C:10]2[CH:15]=[CH:14][CH:13]=[CH:12][CH:11]=2)=[O:7])[CH2:5][CH:4]=[CH:3][CH2:2]1.B1([O-])O[O:17]1.O.O.O.O.[Na+], predict the reaction product. The product is: [OH:17][CH:3]1[CH2:4][CH2:5][CH:1]([C:6]([O:8][CH2:9][C:10]2[CH:11]=[CH:12][CH:13]=[CH:14][CH:15]=2)=[O:7])[CH2:2]1. (2) Given the reactants [CH:1]1([CH2:7][CH2:8][CH2:9][OH:10])[CH2:6][CH2:5][CH2:4][CH2:3][CH2:2]1.[H-].[Na+].Cl[C:14]1[N:18]([C:19]2[CH:24]=[CH:23][C:22]([N+:25]([O-:27])=[O:26])=[CH:21][CH:20]=2)[N:17]=[N:16][N:15]=1, predict the reaction product. The product is: [CH:1]1([CH2:7][CH2:8][CH2:9][O:10][C:14]2[N:18]([C:19]3[CH:20]=[CH:21][C:22]([N+:25]([O-:27])=[O:26])=[CH:23][CH:24]=3)[N:17]=[N:16][N:15]=2)[CH2:6][CH2:5][CH2:4][CH2:3][CH2:2]1. (3) The product is: [Cl:10][C:6]1[N:5]=[CH:4][C:3]([C:11]([N:13]2[CH2:18][CH2:17][CH:16]([C:19]3[CH:24]=[CH:23][C:22]([F:25])=[CH:21][CH:20]=3)[CH2:15][CH2:14]2)=[O:12])=[C:2]([NH:26][C:27]2[CH:32]=[CH:31][CH:30]=[CH:29][CH:28]=2)[C:7]=1[CH2:8][CH3:9]. Given the reactants Cl[C:2]1[C:7]([CH2:8][CH3:9])=[C:6]([Cl:10])[N:5]=[CH:4][C:3]=1[C:11]([N:13]1[CH2:18][CH2:17][CH:16]([C:19]2[CH:24]=[CH:23][C:22]([F:25])=[CH:21][CH:20]=2)[CH2:15][CH2:14]1)=[O:12].[NH2:26][C:27]1[CH:32]=[CH:31][CH:30]=[CH:29][CH:28]=1, predict the reaction product. (4) Given the reactants [O:1]=[C:2]1[C:7]2[C:8]([C:11]([OH:13])=[O:12])=[CH:9][O:10][C:6]=2[CH2:5][C:4]2([CH2:16][CH2:15][CH2:14]2)[NH:3]1.[H-].[Na+].Br[CH2:20][CH2:21][O:22][CH2:23][C:24]1[CH:29]=[CH:28][CH:27]=[CH:26][CH:25]=1, predict the reaction product. The product is: [CH2:23]([O:22][CH2:21][CH2:20][N:3]1[C:4]2([CH2:14][CH2:15][CH2:16]2)[CH2:5][C:6]2[O:10][CH:9]=[C:8]([C:11]([OH:13])=[O:12])[C:7]=2[C:2]1=[O:1])[C:24]1[CH:29]=[CH:28][CH:27]=[CH:26][CH:25]=1. (5) Given the reactants [CH3:1][C:2]([NH:8][CH2:9][C:10]1[C:19]2[C:14](=[CH:15][CH:16]=[C:17]([O:20][CH3:21])[CH:18]=2)[N:13]=[CH:12][C:11]=1[Cl:22])([CH3:7])[C:3]([O:5]C)=O.[F:23][C:24]([F:36])([F:35])[O:25][C:26]1[CH:31]=[CH:30][C:29]([N:32]=[C:33]=[O:34])=[CH:28][CH:27]=1, predict the reaction product. The product is: [CH3:7][C:2]1([CH3:1])[N:8]([CH2:9][C:10]2[C:19]3[C:14](=[CH:15][CH:16]=[C:17]([O:20][CH3:21])[CH:18]=3)[N:13]=[CH:12][C:11]=2[Cl:22])[C:33](=[O:34])[N:32]([C:29]2[CH:28]=[CH:27][C:26]([O:25][C:24]([F:23])([F:35])[F:36])=[CH:31][CH:30]=2)[C:3]1=[O:5].